Dataset: Reaction yield outcomes from USPTO patents with 853,638 reactions. Task: Predict the reaction yield, written as a fraction of the theoretical maximum amount of product (1.0 means a 100% yield; for example, 0.34 means a 34% yield). (1) The reactants are Cl[CH2:2][C:3]1[CH:4]=[C:5]2[C:9](=[CH:10][CH:11]=1)[CH2:8][CH2:7][CH2:6]2.[C-:12]#[N:13].[Na+]. The catalyst is CS(C)=O. The product is [CH2:8]1[C:9]2[C:5](=[CH:4][C:3]([CH2:2][C:12]#[N:13])=[CH:11][CH:10]=2)[CH2:6][CH2:7]1. The yield is 0.970. (2) The reactants are Cl[CH2:2][O:3][C:4](=[O:17])[CH2:5][CH2:6][C:7]([O:9][CH2:10][C:11]1[CH:16]=[CH:15][CH:14]=[CH:13][CH:12]=1)=[O:8].[I-:18].[Na+]. The catalyst is C(#N)C. The yield is 1.00. The product is [I:18][CH2:2][O:3][C:4](=[O:17])[CH2:5][CH2:6][C:7]([O:9][CH2:10][C:11]1[CH:16]=[CH:15][CH:14]=[CH:13][CH:12]=1)=[O:8].